From a dataset of Catalyst prediction with 721,799 reactions and 888 catalyst types from USPTO. Predict which catalyst facilitates the given reaction. Reactant: [Br:1][C:2]1[CH:3]=[CH:4][C:5]([C:8](=[O:12])[CH:9]([F:11])[F:10])=[N:6][CH:7]=1.[BH4-].[Na+].[NH4+].[Cl-]. Product: [Br:1][C:2]1[CH:3]=[CH:4][C:5]([CH:8]([OH:12])[CH:9]([F:10])[F:11])=[N:6][CH:7]=1. The catalyst class is: 5.